Predict the reaction yield, written as a fraction of the theoretical maximum amount of product (1.0 means a 100% yield; for example, 0.34 means a 34% yield). From a dataset of Reaction yield outcomes from USPTO patents with 853,638 reactions. (1) The reactants are [CH:1]1[C:6]2[O:7][C:8]3[C:9]4[C:14]([N:15]=[C:16]5[C:21]=3[CH:20]=[CH:19][CH:18]=[CH:17]5)=[CH:13][CH:12]=[CH:11][C:10]=4[C:5]=2[CH:4]=[CH:3][CH:2]=1.ClC1C=CC=C(C(OO)=[O:30])C=1.C(=O)(O)[O-].[Na+]. The catalyst is C(Cl)(Cl)Cl. The product is [CH:1]1[C:6]2[O:7][C:8]3[C:9]4[C:14]([N+:15]([O-:30])=[C:16]5[C:21]=3[CH:20]=[CH:19][CH:18]=[CH:17]5)=[CH:13][CH:12]=[CH:11][C:10]=4[C:5]=2[CH:4]=[CH:3][CH:2]=1. The yield is 0.290. (2) The reactants are [C:1]([CH2:4][C:5]1[CH:13]=[CH:12][CH:11]=[C:10]([F:14])[C:6]=1[C:7]([OH:9])=[O:8])(O)=[O:2]. The catalyst is C(Cl)(=O)C. The product is [F:14][C:10]1[CH:11]=[CH:12][CH:13]=[C:5]2[C:6]=1[C:7](=[O:9])[O:8][C:1](=[O:2])[CH2:4]2. The yield is 1.00. (3) The reactants are [F:1][C:2]1[CH:3]=[CH:4][C:5]2[O:9][CH:8]([CH2:10][OH:11])[CH2:7][C:6]=2[CH:12]=1.[H-].[Na+].[CH3:15]I. The catalyst is CN(C)C=O.O. The product is [F:1][C:2]1[CH:3]=[CH:4][C:5]2[O:9][CH:8]([CH2:10][O:11][CH3:15])[CH2:7][C:6]=2[CH:12]=1. The yield is 0.595. (4) The reactants are [NH2:1][C:2]1[CH:7]=[CH:6][CH:5]=[C:4]([S:8]([CH3:10])=[O:9])[C:3]=1[OH:11].[C:12](=S)(OCC)[S-:13].[K+].Cl. The catalyst is C(O)C. The product is [SH:13][C:12]1[O:11][C:3]2[C:4]([S:8]([CH3:10])=[O:9])=[CH:5][CH:6]=[CH:7][C:2]=2[N:1]=1. The yield is 0.770. (5) The reactants are [C:1]([O:6][C@@H:7]1[C@@H:15]([CH2:16]Br)[C:14](=[O:18])[O:13][CH2:12][C@H:11]([NH:19][C:20]([O:22][C:23]([CH3:26])([CH3:25])[CH3:24])=[O:21])[C:10](=[O:27])[O:9][C@H:8]1[CH3:28])(=[O:5])[CH:2]([CH3:4])[CH3:3].CCCC[SnH](CCCC)CCCC. The catalyst is C1C=CC=CC=1.CC(N=NC(C#N)(C)C)(C#N)C. The product is [C:1]([O:6][C@@H:7]1[C@@H:15]([CH3:16])[C:14](=[O:18])[O:13][CH2:12][C@H:11]([NH:19][C:20]([O:22][C:23]([CH3:25])([CH3:24])[CH3:26])=[O:21])[C:10](=[O:27])[O:9][C@H:8]1[CH3:28])(=[O:5])[CH:2]([CH3:4])[CH3:3]. The yield is 0.940. (6) The reactants are [CH2:1]([O:8][CH2:9][CH2:10][CH2:11][CH2:12][C:13]([OH:15])=[O:14])[C:2]1[CH:7]=[CH:6][CH:5]=[CH:4][CH:3]=1.O=S(Cl)Cl.[C:20]([O-])(O)=O.[Na+]. The catalyst is CO. The product is [CH2:1]([O:8][CH2:9][CH2:10][CH2:11][CH2:12][C:13]([O:15][CH3:20])=[O:14])[C:2]1[CH:7]=[CH:6][CH:5]=[CH:4][CH:3]=1. The yield is 0.940.